From a dataset of Catalyst prediction with 721,799 reactions and 888 catalyst types from USPTO. Predict which catalyst facilitates the given reaction. (1) Reactant: [Cl:1][C:2]1[CH:3]=[C:4]([C:8]2[C:13]3[N:14]=[C:15]([CH3:17])[O:16][C:12]=3[CH:11]=[C:10]([C:18](OC)=[O:19])[CH:9]=2)[CH:5]=[CH:6][CH:7]=1.[Li+].[BH4-]. Product: [Cl:1][C:2]1[CH:3]=[C:4]([C:8]2[C:13]3[N:14]=[C:15]([CH3:17])[O:16][C:12]=3[CH:11]=[C:10]([CH2:18][OH:19])[CH:9]=2)[CH:5]=[CH:6][CH:7]=1. The catalyst class is: 1. (2) Reactant: [N:1]#[C:2][NH2:3].[CH3:4][O-].[Na+].[N:7]([C:10]1[CH:15]=[CH:14][C:13]([C:16]2[CH:21]=[CH:20][C:19]([S:22]([CH3:25])(=[O:24])=[O:23])=[CH:18][CH:17]=2)=[C:12]([C:26]([F:29])([F:28])[F:27])[CH:11]=1)=[C:8]=[S:9].CI. Product: [C:2](/[N:3]=[C:8](\[S:9][CH3:4])/[NH:7][C:10]1[CH:15]=[CH:14][C:13]([C:16]2[CH:17]=[CH:18][C:19]([S:22]([CH3:25])(=[O:24])=[O:23])=[CH:20][CH:21]=2)=[C:12]([C:26]([F:29])([F:27])[F:28])[CH:11]=1)#[N:1]. The catalyst class is: 5. (3) Reactant: Br[C:2]1[CH:3]=[C:4]([C:8]2[NH:12][N:11]=[N:10][N:9]=2)[CH:5]=[CH:6][CH:7]=1.[CH3:13][O:14][C:15]1[CH:20]=[CH:19][CH:18]=[CH:17][C:16]=1B(O)O.C(=O)([O-])[O-].[Na+].[Na+]. Product: [CH3:13][O:14][C:15]1[CH:20]=[CH:19][CH:18]=[CH:17][C:16]=1[C:2]1[CH:7]=[CH:6][CH:5]=[C:4]([C:8]2[NH:12][N:11]=[N:10][N:9]=2)[CH:3]=1. The catalyst class is: 12. (4) Reactant: ClC1C=CC(C)=C(C2NN=CC=2C(OCC)=O)C=1.C(=O)([O-])[O-].[Cs+].[Cs+].IC.[Cl:27][C:28]1[CH:29]=[CH:30][C:31]([CH3:45])=[C:32]([C:34]2[C:38]([C:39]([O:41][CH2:42][CH3:43])=[O:40])=[CH:37][N:36]([CH3:44])[N:35]=2)[CH:33]=1.[Cl:46][C:47]1[CH:48]=[CH:49][C:50]([CH3:64])=[C:51]([C:53]2[N:57]([CH3:58])[N:56]=[CH:55][C:54]=2[C:59]([O:61][CH2:62][CH3:63])=[O:60])[CH:52]=1. Product: [CH2:62]([O:61][C:59]([C:54]1[CH:55]=[N:56][N:57]([CH3:58])[C:53]=1[C:51]1[CH:52]=[C:47]([Cl:46])[CH:48]=[CH:49][C:50]=1[CH3:64])=[O:60])[CH3:63].[Cl:27][C:28]1[CH:29]=[CH:30][C:31]([CH3:45])=[C:32]([C:34]2[C:38]([C:39]([O:41][CH2:42][CH3:43])=[O:40])=[CH:37][N:36]([CH3:44])[N:35]=2)[CH:33]=1. The catalyst class is: 9. (5) Reactant: [H-].[Na+].[OH:3]/[N:4]=[C:5](/[C:13]1[CH:18]=[CH:17][C:16]([O:19][C:20]2[CH:25]=[CH:24][CH:23]=[CH:22][CH:21]=2)=[CH:15][CH:14]=1)\[CH2:6][CH2:7][C:8]([O:10][CH2:11][CH3:12])=[O:9].Cl[CH2:27][C:28]1[CH:47]=[CH:46][C:31]([O:32][CH2:33][C:34]2[N:35]=[C:36]([C:40]3[CH:45]=[CH:44][CH:43]=[CH:42][CH:41]=3)[O:37][C:38]=2[CH3:39])=[CH:30][CH:29]=1.Cl.C(=O)(O)[O-].[Na+]. Product: [CH3:39][C:38]1[O:37][C:36]([C:40]2[CH:41]=[CH:42][CH:43]=[CH:44][CH:45]=2)=[N:35][C:34]=1[CH2:33][O:32][C:31]1[CH:30]=[CH:29][C:28]([CH2:27][O:3]/[N:4]=[C:5](/[C:13]2[CH:14]=[CH:15][C:16]([O:19][C:20]3[CH:21]=[CH:22][CH:23]=[CH:24][CH:25]=3)=[CH:17][CH:18]=2)\[CH2:6][CH2:7][C:8]([O:10][CH2:11][CH3:12])=[O:9])=[CH:47][CH:46]=1. The catalyst class is: 9. (6) The catalyst class is: 18. Reactant: [CH2:1]([O:11][CH2:12][CH2:13][CH2:14]O)[CH2:2][CH2:3][CH2:4][CH2:5][CH2:6][CH2:7][CH2:8][CH2:9][CH3:10].[H-].[Na+].[Na+].[I-].C(O)CCO.[H][H].[CH2:27](Cl)[CH2:28][CH2:29][CH2:30][CH2:31][CH2:32][CH2:33]CCC. Product: [CH2:1]([O:11][CH2:12][CH2:13][CH2:14][CH2:27][CH2:28][CH2:29][CH2:30][CH2:31][CH2:32][CH3:33])[CH2:2][CH2:3][CH2:4][CH2:5][CH2:6][CH2:7][CH2:8][CH2:9][CH3:10]. (7) Reactant: Cl[C:2]1[C:7]([C:8]2[CH:9]=[N:10][CH:11]=[C:12]([F:14])[CH:13]=2)=[CH:6][C:5]([C:15]([NH:17][C:18]2[CH:23]=[CH:22][C:21]([O:24][C:25]([F:28])([F:27])[F:26])=[CH:20][CH:19]=2)=[O:16])=[CH:4][N:3]=1.CCN(C(C)C)C(C)C.[NH:38]1[CH2:41][CH:40]([NH:42]C(=O)OC(C)(C)C)[CH2:39]1.C(O)(=O)CC(CC(O)=O)(C(O)=O)O.C(O)(C(F)(F)F)=O.C([O-])([O-])=O.[Na+].[Na+]. Product: [NH2:42][CH:40]1[CH2:41][N:38]([C:2]2[C:7]([C:8]3[CH:9]=[N:10][CH:11]=[C:12]([F:14])[CH:13]=3)=[CH:6][C:5]([C:15]([NH:17][C:18]3[CH:23]=[CH:22][C:21]([O:24][C:25]([F:27])([F:26])[F:28])=[CH:20][CH:19]=3)=[O:16])=[CH:4][N:3]=2)[CH2:39]1. The catalyst class is: 812. (8) Reactant: [NH2:1][C:2]1[N:3]=[N:4][C:5]([I:8])=[CH:6][CH:7]=1.[CH2:9]([O:11][C:12](=[O:18])[NH:13][C:14](=O)[CH2:15]Cl)[CH3:10].P([O-])([O-])(O)=O.[Na+].[Na+].O. Product: [CH2:9]([O:11][C:12](=[O:18])[NH:13][C:14]1[N:1]=[C:2]2[CH:7]=[CH:6][C:5]([I:8])=[N:4][N:3]2[CH:15]=1)[CH3:10]. The catalyst class is: 80. (9) Reactant: [Cl:1][C:2]1[CH:27]=[CH:26][C:5]([CH2:6][N:7]2[C:16]3[C:11](=[CH:12][CH:13]=[CH:14][CH:15]=3)[C:10]([CH:17]=[C:18]3[S:22][C:21](=[O:23])[NH:20][C:19]3=[O:24])=[CH:9][C:8]2=[O:25])=[CH:4][CH:3]=1.CC1NC(C)=C(C(OCC)=O)CC=1C(OCC)=O. The catalyst class is: 11. Product: [Cl:1][C:2]1[CH:3]=[CH:4][C:5]([CH2:6][N:7]2[C:16]3[C:11](=[CH:12][CH:13]=[CH:14][CH:15]=3)[C:10]([CH2:17][CH:18]3[S:22][C:21](=[O:23])[NH:20][C:19]3=[O:24])=[CH:9][C:8]2=[O:25])=[CH:26][CH:27]=1.